This data is from Forward reaction prediction with 1.9M reactions from USPTO patents (1976-2016). The task is: Predict the product of the given reaction. (1) The product is: [F:1][C:2]1[CH:11]=[CH:10][C:9]([O:12][CH3:13])=[C:8]2[C:3]=1[CH2:4][CH2:5][N:6]([C:24]1[CH:25]=[N:26][CH:27]=[CH:28][C:29]=1[CH3:30])[C:7]2=[O:14]. Given the reactants [F:1][C:2]1[CH:11]=[CH:10][C:9]([O:12][CH3:13])=[C:8]2[C:3]=1[CH2:4][CH2:5][NH:6][C:7]2=[O:14].[O-]P([O-])([O-])=O.[K+].[K+].[K+].I[C:24]1[CH:25]=[N:26][CH:27]=[CH:28][C:29]=1[CH3:30].CN[C@@H]1CCCC[C@H]1NC, predict the reaction product. (2) Given the reactants [CH3:1][N:2]1[C:10]2[C:5](=[CH:6][C:7]([N+:11]([O-:13])=[O:12])=[CH:8][CH:9]=2)[CH:4]=[CH:3]1.[CH3:14][O:15][C:16]1[CH:17]=[C:18]([CH:23]=[CH:24][C:25]=1[CH2:26]Br)[C:19]([O:21][CH3:22])=[O:20].O1CCOCC1.C(OCC)(=O)C, predict the reaction product. The product is: [CH3:14][O:15][C:16]1[CH:17]=[C:18]([CH:23]=[CH:24][C:25]=1[CH2:26][C:4]1[C:5]2[C:10](=[CH:9][CH:8]=[C:7]([N+:11]([O-:13])=[O:12])[CH:6]=2)[N:2]([CH3:1])[CH:3]=1)[C:19]([O:21][CH3:22])=[O:20].